From a dataset of CYP2C9 inhibition data for predicting drug metabolism from PubChem BioAssay. Regression/Classification. Given a drug SMILES string, predict its absorption, distribution, metabolism, or excretion properties. Task type varies by dataset: regression for continuous measurements (e.g., permeability, clearance, half-life) or binary classification for categorical outcomes (e.g., BBB penetration, CYP inhibition). Dataset: cyp2c9_veith. (1) The molecule is CS(=O)(=O)N1CCC2(CCN(C(c3ccccc3)c3ccccc3)CC2)CC1. The result is 0 (non-inhibitor). (2) The molecule is COc1ccc(CNC(=O)/C=C/c2ccc(OCCCF)cc2)cc1. The result is 0 (non-inhibitor). (3) The result is 0 (non-inhibitor). The drug is CCn1cnc2c(Nc3cccc(Cl)c3)nc(N[C@@H]3CCCC[C@H]3N)nc21. (4) The compound is CCN(CC)C(=O)Cn1cc(/C=C(\C#N)C(=O)N2CCN(c3ccccc3)CC2)c2ccccc21. The result is 1 (inhibitor). (5) The molecule is COc1ccc(Oc2ncc3nc(-c4cn(C)c5ccccc45)c(=O)n(C4CC4)c3n2)cc1. The result is 0 (non-inhibitor). (6) The molecule is Cc1nn(C)cc1/C=N\NC(=O)c1csc2ccccc12. The result is 0 (non-inhibitor). (7) The compound is Nc1nc2c(c(=O)[nH]1)CN(c1ccc(S(N)(=O)=O)cc1)CN2. The result is 0 (non-inhibitor). (8) The result is 0 (non-inhibitor). The compound is COc1ccc(C=Nc2c(O)ccc3ccccc23)cc1OC. (9) The drug is COc1ccc(C(=O)Nc2ccc3c(c2)nc(CN2CCN(C(C)=O)CC2)n3C)cc1. The result is 0 (non-inhibitor). (10) The molecule is CCCN(C/C=C\I)[C@@H]1CCc2cccc(O)c2C1. The result is 0 (non-inhibitor).